Dataset: Catalyst prediction with 721,799 reactions and 888 catalyst types from USPTO. Task: Predict which catalyst facilitates the given reaction. Reactant: C([O:8][C:9]1[C:10]([O:36][CH3:37])=[CH:11][C:12]2[CH2:21][CH2:20][N:19]3[CH:14]([CH2:15][C:16]4[C:25]([Cl:26])=[CH:24][C:23]([O:27][CH3:28])=[C:22]([O:29][C:30]([O:32][CH2:33][CH3:34])=[O:31])[C:17]=4[CH2:18]3)[C:13]=2[CH:35]=1)C1C=CC=CC=1. Product: [OH:8][C:9]1[C:10]([O:36][CH3:37])=[CH:11][C:12]2[CH2:21][CH2:20][N:19]3[CH:14]([CH2:15][C:16]4[C:25]([Cl:26])=[CH:24][C:23]([O:27][CH3:28])=[C:22]([O:29][C:30]([O:32][CH2:33][CH3:34])=[O:31])[C:17]=4[CH2:18]3)[C:13]=2[CH:35]=1. The catalyst class is: 181.